This data is from Peptide-MHC class I binding affinity with 185,985 pairs from IEDB/IMGT. The task is: Regression. Given a peptide amino acid sequence and an MHC pseudo amino acid sequence, predict their binding affinity value. This is MHC class I binding data. (1) The peptide sequence is VYCFTPSPV. The MHC is Patr-A0701 with pseudo-sequence Patr-A0701. The binding affinity (normalized) is 0.645. (2) The MHC is HLA-A23:01 with pseudo-sequence HLA-A23:01. The peptide sequence is GVNDTEAHA. The binding affinity (normalized) is 0.0847.